Dataset: Full USPTO retrosynthesis dataset with 1.9M reactions from patents (1976-2016). Task: Predict the reactants needed to synthesize the given product. (1) Given the product [C:40]([CH2:39][N:38]([CH3:37])[S:44]([C:47]1[CH:56]=[CH:55][C:54]2[NH:53][C:52](=[O:57])[C:51]3[NH:58][CH:59]=[C:60]([C:61]([OH:63])=[O:62])[C:50]=3[C:49]=2[CH:48]=1)(=[O:46])=[O:45])(=[O:41])[NH2:42], predict the reactants needed to synthesize it. The reactants are: C(N(CC)CC)C.O=C1C2NC=CC=2C2C=C(S(=O)(=O)NC3C=CC=CC=3)C=CC=2N1.C(C([O-])=O)C.[CH3:37][NH:38][CH2:39][C:40]([NH2:42])=[O:41].Cl[S:44]([C:47]1[CH:56]=[CH:55][C:54]2[NH:53][C:52](=[O:57])[C:51]3[NH:58][CH:59]=[C:60]([C:61]([OH:63])=[O:62])[C:50]=3[C:49]=2[CH:48]=1)(=[O:46])=[O:45]. (2) Given the product [CH2:1]([N:7]1[CH2:12][CH:11]2[CH:9]([C:10]2([CH:23]([CH3:24])[CH3:25])[C:14]2[CH:19]=[CH:18][CH:17]=[C:16]([N+:20]([O-:22])=[O:21])[CH:15]=2)[CH2:8]1)[CH2:2][CH2:3][CH2:4][CH2:5][CH3:6], predict the reactants needed to synthesize it. The reactants are: [CH2:1]([N:7]1[C:12](=O)[CH:11]2[CH:9]([C:10]2([CH:23]([CH3:25])[CH3:24])[C:14]2[CH:19]=[CH:18][CH:17]=[C:16]([N+:20]([O-:22])=[O:21])[CH:15]=2)[C:8]1=O)[CH2:2][CH2:3][CH2:4][CH2:5][CH3:6].O1CCCC1.B.CO.